This data is from Forward reaction prediction with 1.9M reactions from USPTO patents (1976-2016). The task is: Predict the product of the given reaction. (1) Given the reactants [NH2:1][C:2]1[N:7]=[C:6]([N:8]([CH3:15])[C:9]2[CH:14]=[CH:13][CH:12]=[CH:11][CH:10]=2)[N:5]=[C:4]([C:16]2[N:20]=[C:19]([C:21]3[N:26]=[CH:25][C:24]([C:27](=[O:29])[CH3:28])=[CH:23][CH:22]=3)[O:18][N:17]=2)[N:3]=1.NC1N=C(N(C)C2C=CC=CC=2)N=C(C2N=C(C3N=CC(C(O)C)=CC=3)ON=2)N=1.[BH4-].[Na+].CCOC(C)=O.O, predict the reaction product. The product is: [NH2:1][C:2]1[N:7]=[C:6]([N:8]([CH3:15])[C:9]2[CH:14]=[CH:13][CH:12]=[CH:11][CH:10]=2)[N:5]=[C:4]([C:16]2[N:20]=[C:19]([C:21]3[N:26]=[CH:25][C:24]([CH:27]([OH:29])[CH3:28])=[CH:23][CH:22]=3)[O:18][N:17]=2)[N:3]=1. (2) Given the reactants [F:1][C:2]1[CH:3]=[CH:4][C:5]([CH3:11])=[C:6]([CH:10]=1)[C:7]([OH:9])=[O:8].Cl.O1CCOC[CH2:14]1, predict the reaction product. The product is: [F:1][C:2]1[CH:3]=[CH:4][C:5]([CH3:11])=[C:6]([CH:10]=1)[C:7]([O:9][CH3:14])=[O:8]. (3) Given the reactants Cl[C:2]1[C:11]2[C:6](=[CH:7][C:8]([O:17][CH2:18][CH2:19][O:20][CH3:21])=[C:9]([O:12][CH2:13][CH2:14][O:15][CH3:16])[CH:10]=2)[N:5]=[CH:4][N:3]=1.[OH:22][C:23]1[CH:24]=[N:25][N:26]([CH2:28][C:29]([O:31][C:32]([CH3:35])([CH3:34])[CH3:33])=[O:30])[CH:27]=1, predict the reaction product. The product is: [CH3:16][O:15][CH2:14][CH2:13][O:12][C:9]1[CH:10]=[C:11]2[C:6](=[CH:7][C:8]=1[O:17][CH2:18][CH2:19][O:20][CH3:21])[N:5]=[CH:4][N:3]=[C:2]2[O:22][C:23]1[CH:24]=[N:25][N:26]([CH2:28][C:29]([O:31][C:32]([CH3:35])([CH3:34])[CH3:33])=[O:30])[CH:27]=1. (4) Given the reactants [CH3:1][C:2]1[C:6]2[C:7](=[O:20])[N:8]([CH2:12][CH2:13][N:14]3[CH2:19][CH2:18][O:17][CH2:16][CH2:15]3)[CH2:9][CH2:10][CH2:11][C:5]=2[NH:4][C:3]=1[CH:21]=O.[Cl:23][C:24]1[CH:29]=[CH:28][CH:27]=[C:26]([Cl:30])[C:25]=1[CH2:31][S:32]([C:35]1[CH:36]=[C:37]2[C:41](=[CH:42][CH:43]=1)[NH:40][C:39](=[O:44])[CH2:38]2)(=[O:34])=[O:33].N1CCCCC1, predict the reaction product. The product is: [Cl:23][C:24]1[CH:29]=[CH:28][CH:27]=[C:26]([Cl:30])[C:25]=1[CH2:31][S:32]([C:35]1[CH:36]=[C:37]2[C:41](=[CH:42][CH:43]=1)[NH:40][C:39](=[O:44])/[C:38]/2=[CH:21]\[C:3]1[NH:4][C:5]2[CH2:11][CH2:10][CH2:9][N:8]([CH2:12][CH2:13][N:14]3[CH2:19][CH2:18][O:17][CH2:16][CH2:15]3)[C:7](=[O:20])[C:6]=2[C:2]=1[CH3:1])(=[O:33])=[O:34]. (5) Given the reactants C1C2C(COC([NH:18][C@@H:19]([CH:98]([CH3:100])[CH3:99])[C:20]([NH:22][C@@H:23]([CH2:91][CH2:92][CH2:93][NH:94][C:95]([NH2:97])=[O:96])[C:24]([NH:26][C:27]3[CH:32]=[CH:31][C:30]([CH2:33][O:34][C:35](=[O:90])[N:36]([CH3:89])[C@H:37]([CH:86]([CH3:88])[CH3:87])[C:38](=[O:85])[NH:39][C@@H:40]([C@H:81]([CH2:83][CH3:84])[CH3:82])[C:41](=[O:80])[N:42]([CH2:77][CH2:78][CH3:79])[C@@H:43]([CH:74]([CH3:76])[CH3:75])[CH2:44][C@H:45]([C:51]4[S:52][CH:53]=[C:54]([C:56]([NH:58][C@@H:59]([CH2:67][C:68]5[CH:73]=[CH:72][CH:71]=[CH:70][CH:69]=5)[CH2:60][C:61]([CH3:66])([CH3:65])[C:62]([OH:64])=[O:63])=[O:57])[N:55]=4)[O:46][C:47](=[O:50])[NH:48][CH3:49])=[CH:29][CH:28]=3)=[O:25])=[O:21])=O)C3C(=CC=CC=3)C=2C=CC=1.N1CCCCC1, predict the reaction product. The product is: [NH2:18][C@@H:19]([CH:98]([CH3:99])[CH3:100])[C:20]([NH:22][C@@H:23]([CH2:91][CH2:92][CH2:93][NH:94][C:95]([NH2:97])=[O:96])[C:24]([NH:26][C:27]1[CH:32]=[CH:31][C:30]([CH2:33][O:34][C:35](=[O:90])[N:36]([CH3:89])[C@H:37]([CH:86]([CH3:88])[CH3:87])[C:38](=[O:85])[NH:39][C@@H:40]([C@H:81]([CH2:83][CH3:84])[CH3:82])[C:41](=[O:80])[N:42]([CH2:77][CH2:78][CH3:79])[C@@H:43]([CH:74]([CH3:76])[CH3:75])[CH2:44][C@H:45]([C:51]2[S:52][CH:53]=[C:54]([C:56]([NH:58][C@@H:59]([CH2:67][C:68]3[CH:73]=[CH:72][CH:71]=[CH:70][CH:69]=3)[CH2:60][C:61]([CH3:66])([CH3:65])[C:62]([OH:64])=[O:63])=[O:57])[N:55]=2)[O:46][C:47](=[O:50])[NH:48][CH3:49])=[CH:29][CH:28]=1)=[O:25])=[O:21]. (6) Given the reactants [NH2:1][CH:2]1[C:11]2[C:6](=[N:7][C:8]([C:19]3[CH:28]=[CH:27][C:22]([C:23]([O:25][CH3:26])=[O:24])=[CH:21][C:20]=3[Cl:29])=[C:9]([C:12]3[CH:17]=[CH:16][C:15]([Cl:18])=[CH:14][CH:13]=3)[CH:10]=2)[O:5][C:4]([CH3:31])([CH3:30])[CH2:3]1.[C:32](Cl)(=[O:37])[C:33]([CH3:36])([CH3:35])[CH3:34].CCN(CC)CC, predict the reaction product. The product is: [Cl:29][C:20]1[CH:21]=[C:22]([CH:27]=[CH:28][C:19]=1[C:8]1[N:7]=[C:6]2[O:5][C:4]([CH3:31])([CH3:30])[CH2:3][CH:2]([NH:1][C:32](=[O:37])[C:33]([CH3:36])([CH3:35])[CH3:34])[C:11]2=[CH:10][C:9]=1[C:12]1[CH:13]=[CH:14][C:15]([Cl:18])=[CH:16][CH:17]=1)[C:23]([O:25][CH3:26])=[O:24].